This data is from Catalyst prediction with 721,799 reactions and 888 catalyst types from USPTO. The task is: Predict which catalyst facilitates the given reaction. (1) Reactant: Br[CH2:2][CH2:3][CH2:4][CH2:5][CH2:6][C:7]([NH:9][C:10]1[C:11]([S:17][CH3:18])=[N:12][C:13]([CH3:16])=[CH:14][CH:15]=1)=[O:8].[SH:19][C:20]1[O:21][C:22]2[CH:28]=[CH:27][CH:26]=[CH:25][C:23]=2[N:24]=1.C1OCCOCCOCCOCCOCCOC1.C(=O)([O-])[O-].[K+].[K+]. Product: [O:21]1[C:22]2[CH:28]=[CH:27][CH:26]=[CH:25][C:23]=2[N:24]=[C:20]1[S:19][CH2:2][CH2:3][CH2:4][CH2:5][CH2:6][C:7]([NH:9][C:10]1[C:11]([S:17][CH3:18])=[N:12][C:13]([CH3:16])=[CH:14][CH:15]=1)=[O:8]. The catalyst class is: 136. (2) The catalyst class is: 647. Product: [C@H:14]([NH:18][C:19]([C:20]1[CH:21]=[C:22]([CH:23]=[CH:24][CH:25]=1)[CH2:26][N:4]1[CH2:5][CH2:6][N:1]([C:7]([O:9][C:10]([CH3:13])([CH3:12])[CH3:11])=[O:8])[CH2:2][CH2:3]1)=[O:28])([CH2:16][CH3:17])[CH3:15]. Reactant: [N:1]1([C:7]([O:9][C:10]([CH3:13])([CH3:12])[CH3:11])=[O:8])[CH2:6][CH2:5][NH:4][CH2:3][CH2:2]1.[C@H:14]([NH:18][C:19](=[O:28])[C:20]1[CH:25]=[CH:24][CH:23]=[C:22]([CH2:26]Cl)[CH:21]=1)([CH2:16][CH3:17])[CH3:15].C(=O)([O-])[O-].[K+].[K+].[I-].[Na+].